This data is from Reaction yield outcomes from USPTO patents with 853,638 reactions. The task is: Predict the reaction yield, written as a fraction of the theoretical maximum amount of product (1.0 means a 100% yield; for example, 0.34 means a 34% yield). (1) The catalyst is C1(C)C=CC=CC=1. The yield is 0.341. The reactants are [C:1]([C:7]1[CH:12]=[CH:11][CH:10]=[CH:9][CH:8]=1)#[C:2][CH2:3][CH2:4][CH2:5][CH3:6].[N+:13]([CH:16](C(OC)=O)[C:17]([O:19][CH3:20])=[O:18])([O-])=[O:14].F[P-](F)(F)(F)(F)F.C([N+]1C=CN(C)C=1)CCC. The product is [CH2:3]([C:2]1[C:16]([C:17]([O:19][CH3:20])=[O:18])=[N:13][O:14][C:1]=1[C:7]1[CH:8]=[CH:9][CH:10]=[CH:11][CH:12]=1)[CH2:4][CH2:5][CH3:6]. (2) The reactants are [CH2:1]([O:8][N:9]=[C:10]1[C:18]2([CH2:23][CH2:22][CH2:21][CH2:20][CH2:19]2)[C:17]2[C:12](=[CH:13][CH:14]=[C:15](Br)[CH:16]=2)[NH:11]1)[C:2]1[CH:7]=[CH:6][CH:5]=[CH:4][CH:3]=1.[F:25][C:26]1[CH:27]=[C:28](B(O)O)[CH:29]=[CH:30][C:31]=1[F:32]. The catalyst is C1COCC1.O. The product is [CH2:1]([O:8][N:9]=[C:10]1[C:18]2([CH2:23][CH2:22][CH2:21][CH2:20][CH2:19]2)[C:17]2[C:12](=[CH:13][CH:14]=[C:15]([C:29]3[CH:28]=[CH:27][C:26]([F:25])=[C:31]([F:32])[CH:30]=3)[CH:16]=2)[NH:11]1)[C:2]1[CH:7]=[CH:6][CH:5]=[CH:4][CH:3]=1. The yield is 0.690. (3) The reactants are [N+:1]([C:4]1[CH:9]=[CH:8][CH:7]=[CH:6][C:5]=1[S:10]([NH:13][C:14]1[CH:26]=[CH:25][C:17]2[C:18]([CH2:21][C:22]([OH:24])=[O:23])=[CH:19][O:20][C:16]=2[CH:15]=1)(=[O:12])=[O:11])([O-:3])=[O:2].S(Cl)(Cl)=O.[CH3:31]O. No catalyst specified. The product is [CH3:31][O:23][C:22](=[O:24])[CH2:21][C:18]1[C:17]2[CH:25]=[CH:26][C:14]([NH:13][S:10]([C:5]3[CH:6]=[CH:7][CH:8]=[CH:9][C:4]=3[N+:1]([O-:3])=[O:2])(=[O:11])=[O:12])=[CH:15][C:16]=2[O:20][CH:19]=1. The yield is 0.620. (4) The reactants are [NH2:1][C:2]1[CH:7]=[CH:6][C:5]([S:8](=[O:11])(=[O:10])[NH2:9])=[CH:4][C:3]=1[S:12]([NH2:15])(=[O:14])=[O:13].[Br:16]Br.[OH-].[K+]. The catalyst is CC(O)=O. The product is [NH2:1][C:2]1[C:7]([Br:16])=[CH:6][C:5]([S:8](=[O:10])(=[O:11])[NH2:9])=[CH:4][C:3]=1[S:12]([NH2:15])(=[O:14])=[O:13]. The yield is 0.630.